Task: Predict the reactants needed to synthesize the given product.. Dataset: Full USPTO retrosynthesis dataset with 1.9M reactions from patents (1976-2016) (1) Given the product [Cl:1][C:2]1[C:3]2=[CH:20][O:21][N:17]=[C:4]2[C:5]([C:10]2[CH:15]=[CH:14][CH:13]=[C:12]([F:16])[CH:11]=2)=[C:6]([CH2:8][OH:9])[CH:7]=1, predict the reactants needed to synthesize it. The reactants are: [Cl:1][C:2]1[CH:7]=[C:6]([CH2:8][OH:9])[C:5]([C:10]2[CH:15]=[CH:14][CH:13]=[C:12]([F:16])[CH:11]=2)=[C:4]([N+:17]([O-])=O)[C:3]=1[CH:20]=[O:21].C(O)(=O)C.Cl. (2) Given the product [Br:1][C:2]1[CH:3]=[CH:4][C:5]([Cl:25])=[C:6]([CH:24]=1)[CH2:7][C:8]1[CH:9]=[CH:10][C:11]2[O:16][CH2:15][CH2:14][NH:13][C:12]=2[CH:23]=1, predict the reactants needed to synthesize it. The reactants are: [Br:1][C:2]1[CH:3]=[CH:4][C:5]([Cl:25])=[C:6]([CH:24]=1)[CH2:7][C:8]1[CH:9]=[CH:10][C:11]2[O:16][CH2:15][CH2:14][N:13](C(=O)C(F)(F)F)[C:12]=2[CH:23]=1.[BH4-].[Na+]. (3) Given the product [Cl:17][C:18]1[N:19]=[N:20][C:21]([O:10][CH2:9][C:8]2[N:4]([CH3:3])[N:5]=[N:6][C:7]=2[C:11]2[CH:16]=[CH:15][CH:14]=[CH:13][N:12]=2)=[CH:22][CH:23]=1, predict the reactants needed to synthesize it. The reactants are: [H-].[Na+].[CH3:3][N:4]1[C:8]([CH2:9][OH:10])=[C:7]([C:11]2[CH:16]=[CH:15][CH:14]=[CH:13][N:12]=2)[N:6]=[N:5]1.[Cl:17][C:18]1[N:19]=[N:20][C:21](Cl)=[CH:22][CH:23]=1. (4) Given the product [N+:13]([C:4]1[CH:5]=[CH:6][C:1]([C@@H:7]2[CH2:9][C@H:8]2[C:10]([OH:12])=[O:11])=[CH:2][CH:3]=1)([O-:15])=[O:14], predict the reactants needed to synthesize it. The reactants are: [C:1]1([C@@H:7]2[CH2:9][C@H:8]2[C:10]([OH:12])=[O:11])[CH:6]=[CH:5][CH:4]=[CH:3][CH:2]=1.[N+:13]([O-])([OH:15])=[O:14].